Dataset: Catalyst prediction with 721,799 reactions and 888 catalyst types from USPTO. Task: Predict which catalyst facilitates the given reaction. (1) Reactant: C(OC([N:8]1[C:17]2[C:12](=[N:13][C:14]([O:18][CH3:19])=[CH:15][CH:16]=2)[C@@H:11]([NH:20][C:21]2[N:26]=[C:25]([CH2:27][C:28]3[CH:33]=[C:32]([C:34]([F:37])([F:36])[F:35])[CH:31]=[C:30]([C:38]([F:41])([F:40])[F:39])[CH:29]=3)[C:24]([N:42]([CH3:44])[CH3:43])=[CH:23][N:22]=2)[CH2:10][C@H:9]1[CH2:45][CH3:46])=O)(C)(C)C. Product: [F:41][C:38]([F:39])([F:40])[C:30]1[CH:29]=[C:28]([CH:33]=[C:32]([C:34]([F:36])([F:35])[F:37])[CH:31]=1)[CH2:27][C:25]1[C:24]([N:42]([CH3:44])[CH3:43])=[CH:23][N:22]=[C:21]([NH:20][C@@H:11]2[C:12]3[C:17](=[CH:16][CH:15]=[C:14]([O:18][CH3:19])[N:13]=3)[NH:8][C@H:9]([CH2:45][CH3:46])[CH2:10]2)[N:26]=1. The catalyst class is: 601. (2) Reactant: [C:1]([O:5][C:6]([N:8]1[CH2:15][CH2:14][CH:13]2[CH:10]([NH:11][CH2:12]2)[CH2:9]1)=[O:7])([CH3:4])([CH3:3])[CH3:2].[F:16][C:17]1[CH:22]=[CH:21][CH:20]=[CH:19][C:18]=1[C:23]1[N:24]=[C:25]([CH3:31])[S:26][C:27]=1[C:28](O)=[O:29].C(N(C(C)C)CC)(C)C.CN(C(ON1N=NC2C=CC=NC1=2)=[N+](C)C)C.F[P-](F)(F)(F)(F)F. Product: [C:1]([O:5][C:6]([N:8]1[CH2:15][CH2:14][CH:13]2[CH:10]([N:11]([C:28]([C:27]3[S:26][C:25]([CH3:31])=[N:24][C:23]=3[C:18]3[CH:19]=[CH:20][CH:21]=[CH:22][C:17]=3[F:16])=[O:29])[CH2:12]2)[CH2:9]1)=[O:7])([CH3:4])([CH3:2])[CH3:3]. The catalyst class is: 399.